From a dataset of Forward reaction prediction with 1.9M reactions from USPTO patents (1976-2016). Predict the product of the given reaction. (1) Given the reactants [OH:1][CH2:2][CH2:3][CH:4]1[C:9](=[O:10])[NH:8][C:7]2[CH:11]=[C:12]([N+:15]([O-:17])=[O:16])[CH:13]=[CH:14][C:6]=2[O:5]1.[Si:18](Cl)([C:21]([CH3:24])([CH3:23])[CH3:22])([CH3:20])[CH3:19], predict the reaction product. The product is: [O:1]([CH2:2][CH2:3][CH:4]1[C:9](=[O:10])[NH:8][C:7]2[CH:11]=[C:12]([N+:15]([O-:17])=[O:16])[CH:13]=[CH:14][C:6]=2[O:5]1)[Si:18]([C:21]([CH3:24])([CH3:23])[CH3:22])([CH3:20])[CH3:19]. (2) Given the reactants [CH:1]1[CH:6]=[CH:5][C:4]([C:7]([C:12]2[CH:17]=[CH:16][CH:15]=[CH:14][CH:13]=2)=[N:8][CH2:9][C:10]#[N:11])=[CH:3][CH:2]=1.Br[CH2:19][CH2:20][CH2:21][C:22]1[CH:36]=[CH:35][C:25]([O:26][CH2:27][C@@H:28]2[CH2:32][O:31][C:30]([CH3:34])([CH3:33])[O:29]2)=[CH:24][CH:23]=1.[OH-].[Na+], predict the reaction product. The product is: [C:7](=[N:8][CH:9]([CH2:19][CH2:20][CH2:21][C:22]1[CH:36]=[CH:35][C:25]([O:26][CH2:27][C@@H:28]2[CH2:32][O:31][C:30]([CH3:33])([CH3:34])[O:29]2)=[CH:24][CH:23]=1)[C:10]#[N:11])([C:4]1[CH:3]=[CH:2][CH:1]=[CH:6][CH:5]=1)[C:12]1[CH:17]=[CH:16][CH:15]=[CH:14][CH:13]=1. (3) Given the reactants [C:1]([C:5]1[CH:10]=[CH:9][C:8]([C:11]2[C:19]3[C:14](=[CH:15][CH:16]=[CH:17][CH:18]=3)[N:13]([CH2:20][C:21]3[CH:22]=[C:23]([C:28]4[CH:33]=[CH:32][C:31]([OH:34])=[CH:30][CH:29]=4)[CH:24]=[CH:25][C:26]=3[CH3:27])[C:12]=2[C:35]([O:37][CH2:38][CH3:39])=[O:36])=[CH:7][CH:6]=1)([CH3:4])([CH3:3])[CH3:2].Br[C:41]([CH3:48])([CH3:47])[C:42]([O:44][CH2:45][CH3:46])=[O:43].C([O-])([O-])=O.[K+].[K+], predict the reaction product. The product is: [C:1]([C:5]1[CH:6]=[CH:7][C:8]([C:11]2[C:19]3[C:14](=[CH:15][CH:16]=[CH:17][CH:18]=3)[N:13]([CH2:20][C:21]3[CH:22]=[C:23]([C:28]4[CH:29]=[CH:30][C:31]([O:34][C:41]([CH3:48])([CH3:47])[C:42]([O:44][CH2:45][CH3:46])=[O:43])=[CH:32][CH:33]=4)[CH:24]=[CH:25][C:26]=3[CH3:27])[C:12]=2[C:35]([O:37][CH2:38][CH3:39])=[O:36])=[CH:9][CH:10]=1)([CH3:4])([CH3:2])[CH3:3]. (4) Given the reactants C1(P(C2C=CC=CC=2)C2C=CC=CC=2)C=CC=CC=1.[N:20]([CH2:23][C:24]1[CH:25]=[N:26][CH:27]=[CH:28][C:29]=1[Cl:30])=[N+]=[N-].[OH-].[Na+].Cl, predict the reaction product. The product is: [NH2:20][CH2:23][C:24]1[CH:25]=[N:26][CH:27]=[CH:28][C:29]=1[Cl:30]. (5) Given the reactants [CH3:1][S:2]([C:5]1[CH:10]=[CH:9][C:8]([NH:11][C:12]2[C:17]([N+:18]([O-:20])=[O:19])=[C:16]([O:21][CH:22]3[CH2:27][CH2:26][NH:25][CH2:24][CH2:23]3)[N:15]=[CH:14][N:13]=2)=[CH:7][CH:6]=1)(=[O:4])=[O:3].C(N(CC)CC)C.[Cl:35][C:36]1[N:44]=[CH:43][CH:42]=[CH:41][C:37]=1[C:38](Cl)=[O:39], predict the reaction product. The product is: [Cl:35][C:36]1[C:37]([C:38]([N:25]2[CH2:26][CH2:27][CH:22]([O:21][C:16]3[C:17]([N+:18]([O-:20])=[O:19])=[C:12]([NH:11][C:8]4[CH:9]=[CH:10][C:5]([S:2]([CH3:1])(=[O:4])=[O:3])=[CH:6][CH:7]=4)[N:13]=[CH:14][N:15]=3)[CH2:23][CH2:24]2)=[O:39])=[CH:41][CH:42]=[CH:43][N:44]=1. (6) Given the reactants [Br:1][C:2]1[CH:7]=[C:6]([Cl:8])[CH:5]=[CH:4][N:3]=1.[Li+].CC([N-]C(C)C)C.[O:17]1[CH2:20][C:19](=[O:21])[CH2:18]1.CC(=O)OCC, predict the reaction product. The product is: [Br:1][C:2]1[C:7]([C:19]2([OH:21])[CH2:20][O:17][CH2:18]2)=[C:6]([Cl:8])[CH:5]=[CH:4][N:3]=1.